From a dataset of Full USPTO retrosynthesis dataset with 1.9M reactions from patents (1976-2016). Predict the reactants needed to synthesize the given product. The reactants are: [NH2:1][C:2]1[C:7]([Cl:8])=[CH:6][C:5]([C:9](=[O:14])[C:10]([F:13])([F:12])[F:11])=[CH:4][C:3]=1[Cl:15].C(N(CC)CC)C.[F:23][C:24]1[C:32]([N+:33]([O-:35])=[O:34])=[CH:31][CH:30]=[CH:29][C:25]=1[C:26](O)=[O:27].O=C1N([ClH]P([ClH]N2CCOC2=O)=O)CCO1. Given the product [Cl:15][C:3]1[CH:4]=[C:5]([C:9](=[O:14])[C:10]([F:13])([F:11])[F:12])[CH:6]=[C:7]([Cl:8])[C:2]=1[NH:1][C:26](=[O:27])[C:25]1[CH:29]=[CH:30][CH:31]=[C:32]([N+:33]([O-:35])=[O:34])[C:24]=1[F:23], predict the reactants needed to synthesize it.